This data is from Reaction yield outcomes from USPTO patents with 853,638 reactions. The task is: Predict the reaction yield, written as a fraction of the theoretical maximum amount of product (1.0 means a 100% yield; for example, 0.34 means a 34% yield). (1) The reactants are [I-].[K+].CS(O[CH2:8][CH2:9][O:10][C:11]1[C:19]2[C:14](=[N:15][CH:16]=[N:17][C:18]=2[NH:20][C:21]2[CH:26]=[CH:25][C:24]([O:27][C:28]3[CH:29]=[N:30][C:31]([CH3:34])=[CH:32][CH:33]=3)=[C:23]([F:35])[CH:22]=2)[NH:13][N:12]=1)(=O)=O.[OH:36][CH:37]1[CH2:42][CH2:41][NH:40][CH2:39][CH2:38]1. The yield is 0.390. No catalyst specified. The product is [F:35][C:23]1[CH:22]=[C:21]([NH:20][C:18]2[N:17]=[CH:16][N:15]=[C:14]3[NH:13][N:12]=[C:11]([O:10][CH2:9][CH2:8][N:40]4[CH2:41][CH2:42][CH:37]([OH:36])[CH2:38][CH2:39]4)[C:19]=23)[CH:26]=[CH:25][C:24]=1[O:27][C:28]1[CH:29]=[N:30][C:31]([CH3:34])=[CH:32][CH:33]=1. (2) The product is [F:28][C:26]([F:29])([F:27])[C:23]1[O:22][C:21]([CH2:20][N:13]2[C:14]3[C:19](=[CH:18][CH:17]=[CH:16][CH:15]=3)[C@@:11]3([C:3]4=[CH:4][C:5]5[O:9][CH2:8][O:7][C:6]=5[CH:10]=[C:2]4[O:1][CH2:31]3)[C:12]2=[O:30])=[CH:25][CH:24]=1. The reactants are [OH:1][C:2]1[C:3]([C@:11]2([CH2:31]O)[C:19]3[C:14](=[CH:15][CH:16]=[CH:17][CH:18]=3)[N:13]([CH2:20][C:21]3[O:22][C:23]([C:26]([F:29])([F:28])[F:27])=[CH:24][CH:25]=3)[C:12]2=[O:30])=[CH:4][C:5]2[O:9][CH2:8][O:7][C:6]=2[CH:10]=1.C1(P(C2C=CC=CC=2)C2C=CC=CN=2)C=CC=CC=1.CC(OC(/N=N/C(OC(C)(C)C)=O)=O)(C)C. The catalyst is O1CCCC1.C(OCC)(=O)C. The yield is 0.180. (3) The reactants are [BH4-].[Na+].[CH3:3][O:4][C:5]1[CH:6]=[C:7]2[C:12](=[CH:13][CH:14]=1)[C:11]([C:15]1[CH:20]=[CH:19][CH:18]=[CH:17][CH:16]=1)=[N:10][CH2:9][CH2:8]2. The catalyst is CO. The product is [CH3:3][O:4][C:5]1[CH:6]=[C:7]2[C:12](=[CH:13][CH:14]=1)[CH:11]([C:15]1[CH:20]=[CH:19][CH:18]=[CH:17][CH:16]=1)[NH:10][CH2:9][CH2:8]2. The yield is 0.880.